Dataset: NCI-60 drug combinations with 297,098 pairs across 59 cell lines. Task: Regression. Given two drug SMILES strings and cell line genomic features, predict the synergy score measuring deviation from expected non-interaction effect. (1) Drug 1: CC1=CC2C(CCC3(C2CCC3(C(=O)C)OC(=O)C)C)C4(C1=CC(=O)CC4)C. Drug 2: CC(C)CN1C=NC2=C1C3=CC=CC=C3N=C2N. Cell line: SNB-19. Synergy scores: CSS=-7.75, Synergy_ZIP=5.55, Synergy_Bliss=0.394, Synergy_Loewe=-7.41, Synergy_HSA=-8.02. (2) Drug 1: C1=CC(=CC=C1CCCC(=O)O)N(CCCl)CCCl. Drug 2: C(CN)CNCCSP(=O)(O)O. Cell line: A498. Synergy scores: CSS=1.42, Synergy_ZIP=-3.12, Synergy_Bliss=1.36, Synergy_Loewe=-8.89, Synergy_HSA=-1.99. (3) Drug 1: CC1=C(C=C(C=C1)NC2=NC=CC(=N2)N(C)C3=CC4=NN(C(=C4C=C3)C)C)S(=O)(=O)N.Cl. Synergy scores: CSS=-4.30, Synergy_ZIP=2.41, Synergy_Bliss=2.14, Synergy_Loewe=-0.0445, Synergy_HSA=-0.892. Cell line: BT-549. Drug 2: CC(C)CN1C=NC2=C1C3=CC=CC=C3N=C2N. (4) Cell line: OVCAR3. Drug 2: CC1C(C(CC(O1)OC2CC(OC(C2O)C)OC3=CC4=CC5=C(C(=O)C(C(C5)C(C(=O)C(C(C)O)O)OC)OC6CC(C(C(O6)C)O)OC7CC(C(C(O7)C)O)OC8CC(C(C(O8)C)O)(C)O)C(=C4C(=C3C)O)O)O)O. Synergy scores: CSS=15.0, Synergy_ZIP=1.66, Synergy_Bliss=-2.30, Synergy_Loewe=-53.0, Synergy_HSA=-6.18. Drug 1: C1CC(C1)(C(=O)O)C(=O)O.[NH2-].[NH2-].[Pt+2]. (5) Drug 1: C1C(C(OC1N2C=C(C(=O)NC2=O)F)CO)O. Drug 2: CS(=O)(=O)CCNCC1=CC=C(O1)C2=CC3=C(C=C2)N=CN=C3NC4=CC(=C(C=C4)OCC5=CC(=CC=C5)F)Cl. Cell line: SR. Synergy scores: CSS=3.21, Synergy_ZIP=1.12, Synergy_Bliss=5.63, Synergy_Loewe=-2.90, Synergy_HSA=-1.76. (6) Drug 1: CCCCCOC(=O)NC1=NC(=O)N(C=C1F)C2C(C(C(O2)C)O)O. Drug 2: CCC1(C2=C(COC1=O)C(=O)N3CC4=CC5=C(C=CC(=C5CN(C)C)O)N=C4C3=C2)O.Cl. Cell line: M14. Synergy scores: CSS=18.0, Synergy_ZIP=-0.163, Synergy_Bliss=-1.32, Synergy_Loewe=-33.4, Synergy_HSA=-2.13. (7) Drug 1: C1=CC(=CC=C1CC(C(=O)O)N)N(CCCl)CCCl.Cl. Drug 2: CN(CC1=CN=C2C(=N1)C(=NC(=N2)N)N)C3=CC=C(C=C3)C(=O)NC(CCC(=O)O)C(=O)O. Cell line: RXF 393. Synergy scores: CSS=15.9, Synergy_ZIP=-5.42, Synergy_Bliss=0.321, Synergy_Loewe=-7.78, Synergy_HSA=0.762. (8) Drug 1: C1=NC(=NC(=O)N1C2C(C(C(O2)CO)O)O)N. Drug 2: C(=O)(N)NO. Cell line: SNB-19. Synergy scores: CSS=18.3, Synergy_ZIP=-5.78, Synergy_Bliss=-1.29, Synergy_Loewe=-17.5, Synergy_HSA=0.0309.